This data is from Forward reaction prediction with 1.9M reactions from USPTO patents (1976-2016). The task is: Predict the product of the given reaction. (1) The product is: [Cl:15][C:16]1[CH:21]=[CH:20][C:19]([Cl:22])=[CH:18][C:17]=1[C:11]1[C:2]([Cl:1])=[CH:3][C:4]([O:13][CH3:14])=[C:5]([C:6]([O:8][CH3:9])=[O:7])[CH:10]=1. Given the reactants [Cl:1][C:2]1[C:11](I)=[CH:10][C:5]([C:6]([O:8][CH3:9])=[O:7])=[C:4]([O:13][CH3:14])[CH:3]=1.[Cl:15][C:16]1[CH:21]=[CH:20][C:19]([Cl:22])=[CH:18][C:17]=1B(O)O.C([O-])([O-])=O.[Na+].[Na+], predict the reaction product. (2) The product is: [O:22]1[CH2:23][CH2:24][N:19]([CH2:2][C:3]2[CH:12]=[CH:11][C:6]([C:7]([O:9][CH3:10])=[O:8])=[CH:5][CH:4]=2)[CH2:20][CH2:21]1. Given the reactants Br[CH2:2][C:3]1[CH:12]=[CH:11][C:6]([C:7]([O:9][CH3:10])=[O:8])=[CH:5][CH:4]=1.C([O-])([O-])=O.[K+].[K+].[NH:19]1[CH2:24][CH2:23][O:22][CH2:21][CH2:20]1, predict the reaction product.